From a dataset of Full USPTO retrosynthesis dataset with 1.9M reactions from patents (1976-2016). Predict the reactants needed to synthesize the given product. (1) Given the product [O:58]=[C:57]([N:59]1[CH2:64][CH2:63][N:62]([C:65](=[O:75])[C:66]2[CH:67]=[C:68]([F:74])[C:69]([F:73])=[C:70]([F:72])[CH:71]=2)[CH2:61][CH2:60]1)[CH2:56][NH:55][C:42]([C:40]1[N:39]=[N:38][N:37]([C:33]2[CH:32]=[C:31]([CH3:45])[CH:36]=[CH:35][CH:34]=2)[CH:41]=1)=[O:44], predict the reactants needed to synthesize it. The reactants are: CCN(C(C)C)C(C)C.C1C=CC2N(O)N=NC=2C=1.CCN=C=NCCCN(C)C.[C:31]1([CH3:45])[CH:36]=[CH:35][CH:34]=[C:33]([N:37]2[CH:41]=[C:40]([C:42]([OH:44])=O)[N:39]=[N:38]2)[CH:32]=1.C1(C)C=CC=C(N)C=1.Cl.[NH2:55][CH2:56][C:57]([N:59]1[CH2:64][CH2:63][N:62]([C:65](=[O:75])[C:66]2[CH:71]=[C:70]([F:72])[C:69]([F:73])=[C:68]([F:74])[CH:67]=2)[CH2:61][CH2:60]1)=[O:58].FC1C=C(C=C(F)C=1F)C(O)=O. (2) Given the product [CH3:19][O:18][C:15]1[CH:14]=[CH:13][C:12]([CH2:11][N:8]2[CH:7]=[C:6]([C:20]([OH:22])=[O:21])[C:5]([C:24]([O:26][CH3:27])=[O:25])=[C:4]([Cl:3])[C:9]2=[O:10])=[CH:17][CH:16]=1, predict the reactants needed to synthesize it. The reactants are: [OH-].[Li+].[Cl:3][C:4]1[C:9](=[O:10])[N:8]([CH2:11][C:12]2[CH:17]=[CH:16][C:15]([O:18][CH3:19])=[CH:14][CH:13]=2)[CH:7]=[C:6]([C:20]([O:22]C)=[O:21])[C:5]=1[C:24]([O:26][CH3:27])=[O:25].O.Cl. (3) Given the product [CH2:1]([O:8][C:9]1[CH:14]=[CH:13][C:12]([C:19]2([OH:23])[CH2:22][CH2:21][CH2:20]2)=[CH:11][CH:10]=1)[C:2]1[CH:7]=[CH:6][CH:5]=[CH:4][CH:3]=1, predict the reactants needed to synthesize it. The reactants are: [CH2:1]([O:8][C:9]1[CH:14]=[CH:13][C:12](Br)=[CH:11][CH:10]=1)[C:2]1[CH:7]=[CH:6][CH:5]=[CH:4][CH:3]=1.[Mg].II.[C:19]1(=[O:23])[CH2:22][CH2:21][CH2:20]1.[NH4+].[Cl-]. (4) Given the product [CH2:23]([O:30][C:31](=[O:39])[CH2:32][C@@H:33]([NH:38][C:18](=[O:20])[CH2:17][CH2:16][CH2:15][CH2:14][CH2:13][CH2:12][CH2:11][CH2:10][CH2:9][CH2:8][CH2:7][C:1]1[CH:2]=[CH:3][CH:4]=[CH:5][CH:6]=1)[CH2:34][N:35]([CH3:36])[CH3:37])[C:24]1[CH:29]=[CH:28][CH:27]=[CH:26][CH:25]=1, predict the reactants needed to synthesize it. The reactants are: [C:1]1([CH2:7][CH2:8][CH2:9][CH2:10][CH2:11][CH2:12][CH2:13][CH2:14][CH2:15][CH2:16][CH2:17][C:18]([OH:20])=O)[CH:6]=[CH:5][CH:4]=[CH:3][CH:2]=1.Cl.Cl.[CH2:23]([O:30][C:31](=[O:39])[CH2:32][C@@H:33]([NH2:38])[CH2:34][N:35]([CH3:37])[CH3:36])[C:24]1[CH:29]=[CH:28][CH:27]=[CH:26][CH:25]=1. (5) Given the product [CH3:1][P:2]([C:5]1[CH:10]=[CH:9][CH:8]=[CH:7][CH:6]=1)(=[O:3])[O-:4].[CH2:25]([N+:16]([CH2:12][CH2:13][CH2:14][CH3:15])([CH2:17][CH2:18][CH2:19][CH3:20])[CH2:21][CH2:22][CH2:23][CH3:24])[CH2:26][CH2:27][CH3:28], predict the reactants needed to synthesize it. The reactants are: [CH3:1][P:2]([C:5]1[CH:10]=[CH:9][CH:8]=[CH:7][CH:6]=1)(=[O:4])[OH:3].[OH-].[CH2:12]([N+:16]([CH2:25][CH2:26][CH2:27][CH3:28])([CH2:21][CH2:22][CH2:23][CH3:24])[CH2:17][CH2:18][CH2:19][CH3:20])[CH2:13][CH2:14][CH3:15]. (6) Given the product [F:17][CH:18]([F:29])[O:19][C:20]1[CH:28]=[CH:27][CH:26]=[CH:25][C:21]=1[C:22]1[O:14][C:13]([C:3]2[C:4]([C:7]3[CH:12]=[CH:11][CH:10]=[CH:9][CH:8]=3)=[N:5][O:6][C:2]=2[CH3:1])=[N:15][N:16]=1, predict the reactants needed to synthesize it. The reactants are: [CH3:1][C:2]1[O:6][N:5]=[C:4]([C:7]2[CH:12]=[CH:11][CH:10]=[CH:9][CH:8]=2)[C:3]=1[C:13]([NH:15][NH2:16])=[O:14].[F:17][CH:18]([F:29])[O:19][C:20]1[CH:28]=[CH:27][CH:26]=[CH:25][C:21]=1[C:22](O)=O. (7) The reactants are: [F:1][C:2]1[CH:7]=[CH:6][C:5]([CH3:8])=[CH:4][C:3]=1[NH:9][C:10]([NH:12][C:13]1[CH:18]=[CH:17][C:16]([S:19][C:20]2[CH:25]=[CH:24][N:23]=[C:22]([C:26]3[NH:30][CH:29]=[C:28]([C:31]([O:33]C)=[O:32])[CH:27]=3)[CH:21]=2)=[CH:15][CH:14]=1)=[O:11].C1COCC1.CO.[OH-].[Na+].Cl. Given the product [F:1][C:2]1[CH:7]=[CH:6][C:5]([CH3:8])=[CH:4][C:3]=1[NH:9][C:10]([NH:12][C:13]1[CH:18]=[CH:17][C:16]([S:19][C:20]2[CH:25]=[CH:24][N:23]=[C:22]([C:26]3[NH:30][CH:29]=[C:28]([C:31]([OH:33])=[O:32])[CH:27]=3)[CH:21]=2)=[CH:15][CH:14]=1)=[O:11], predict the reactants needed to synthesize it. (8) Given the product [C:28]([Si:25]([CH3:27])([CH3:26])[O:24][C@H:18]([C:15]1[CH:14]=[CH:13][C:12]([N:7]2[C@@H:6]([CH2:4][OH:3])[CH2:10][CH2:9][C:8]2=[O:11])=[CH:17][CH:16]=1)[CH2:19][CH2:20][CH2:21][CH2:22][CH3:23])([CH3:31])([CH3:30])[CH3:29], predict the reactants needed to synthesize it. The reactants are: C([O:3][C:4]([C@H:6]1[CH2:10][CH2:9][C:8](=[O:11])[N:7]1[C:12]1[CH:17]=[CH:16][C:15]([C@@H:18]([O:24][Si:25]([C:28]([CH3:31])([CH3:30])[CH3:29])([CH3:27])[CH3:26])[CH2:19][CH2:20][CH2:21][CH2:22][CH3:23])=[CH:14][CH:13]=1)=O)C.P([O-])([O-])([O-])=O.[K+].[K+].[K+].[BH4-].[Na+].